This data is from Full USPTO retrosynthesis dataset with 1.9M reactions from patents (1976-2016). The task is: Predict the reactants needed to synthesize the given product. (1) Given the product [O:6]=[C:5]1[N:4]([CH2:1][CH2:2][CH3:3])[C:11]2[N:12]=[C:33]([C:20]3[CH:19]=[C:18]([CH3:17])[N:22]([CH2:23][C:24]([NH:25][C:26]4[CH:31]=[CH:30][CH:29]=[CH:28][CH:27]=4)=[O:32])[N:21]=3)[NH:13][C:10]=2[C:8](=[O:9])[N:7]1[CH2:14][CH2:15][CH3:16], predict the reactants needed to synthesize it. The reactants are: [CH2:1]([N:4]1[C:11]([NH2:12])=[C:10]([NH2:13])[C:8](=[O:9])[N:7]([CH2:14][CH2:15][CH3:16])[C:5]1=[O:6])[CH2:2][CH3:3].[CH3:17][C:18]1[N:22]([CH2:23][C:24](=[O:32])[NH:25][C:26]2[CH:31]=[CH:30][CH:29]=[CH:28][CH:27]=2)[N:21]=[C:20]([C:33](O)=O)[CH:19]=1.CCN=C=NCCCN(C)C.Cl. (2) Given the product [Si:1]([O:8][CH2:9][C:10]1[N:11]([CH3:27])[C:12]2[C:17]([CH:18]=1)=[CH:16][C:15]1[C:19](=[O:24])[CH2:20][CH2:21][CH:22]=[CH:23][C:14]=1[CH:13]=2)([C:4]([CH3:5])([CH3:6])[CH3:7])([CH3:3])[CH3:2], predict the reactants needed to synthesize it. The reactants are: [Si:1]([O:8][CH2:9][C:10]1[N:11]([CH3:27])[C:12]2[C:17]([CH:18]=1)=[CH:16][C:15]([CH:19]([OH:24])[CH2:20][CH2:21][CH:22]=[CH2:23])=[C:14](C=C)[CH:13]=2)([C:4]([CH3:7])([CH3:6])[CH3:5])([CH3:3])[CH3:2].C[N+]1([O-])CCOCC1.